Dataset: Forward reaction prediction with 1.9M reactions from USPTO patents (1976-2016). Task: Predict the product of the given reaction. Given the reactants [Br:1][C:2]1[CH:3]=[CH:4][C:5]([CH2:8][C:9]([OH:11])=[O:10])=[N:6][CH:7]=1.S(Cl)(Cl)=O.[CH3:16]O, predict the reaction product. The product is: [CH3:16][O:10][C:9](=[O:11])[CH2:8][C:5]1[CH:4]=[CH:3][C:2]([Br:1])=[CH:7][N:6]=1.